From a dataset of Catalyst prediction with 721,799 reactions and 888 catalyst types from USPTO. Predict which catalyst facilitates the given reaction. Reactant: [CH2:1]1[C:10](=[O:11])[CH2:9][C:8]2[C:3](=[CH:4][CH:5]=[CH:6][CH:7]=2)[CH2:2]1.ClC(Cl)(Cl)C(O)=O.[N-:19]=[N+]=[N-].[Na+]. Product: [CH2:9]1[C:8]2[CH:7]=[CH:6][CH:5]=[CH:4][C:3]=2[CH2:2][CH2:1][C:10](=[O:11])[NH:19]1. The catalyst class is: 6.